From a dataset of Full USPTO retrosynthesis dataset with 1.9M reactions from patents (1976-2016). Predict the reactants needed to synthesize the given product. (1) The reactants are: [OH:1][C:2]1[CH:10]=[CH:9][C:5]([C:6]([OH:8])=O)=[CH:4][C:3]=1[CH3:11].[NH:12]1[CH2:17][CH2:16][CH2:15][C@@H:14]2[C:18]3[CH:19]=[CH:20][CH:21]=[CH:22][C:23]=3[CH2:24][C@H:13]12.F[P-](F)(F)(F)(F)F.N1(OC(N(C)C)=[N+](C)C)C2N=CC=CC=2N=N1. Given the product [N:12]1([C:6]([C:5]2[CH:9]=[CH:10][C:2]([OH:1])=[C:3]([CH3:11])[CH:4]=2)=[O:8])[CH2:17][CH2:16][CH2:15][C@@H:14]2[C:18]3[CH:19]=[CH:20][CH:21]=[CH:22][C:23]=3[CH2:24][C@H:13]12, predict the reactants needed to synthesize it. (2) Given the product [CH2:1]([N:3]1[C:7]2[NH:8][CH2:9][CH2:10][S:11][CH:12]([C:13]3[CH:21]=[CH:20][C:16]([C:17]([NH:68][C:67]4[N:63]([CH3:62])[N:64]=[CH:65][CH:66]=4)=[O:19])=[CH:15][C:14]=3[CH3:22])[C:6]=2[C:5]([C:23]2[CH:28]=[CH:27][CH:26]=[CH:25][N:24]=2)=[N:4]1)[CH3:2], predict the reactants needed to synthesize it. The reactants are: [CH2:1]([N:3]1[C:7]2[NH:8][CH2:9][CH2:10][S:11][CH:12]([C:13]3[CH:21]=[CH:20][C:16]([C:17]([OH:19])=O)=[CH:15][C:14]=3[CH3:22])[C:6]=2[C:5]([C:23]2[CH:28]=[CH:27][CH:26]=[CH:25][N:24]=2)=[N:4]1)[CH3:2].CCN(C(C)C)C(C)C.CN(C(ON1N=NC2C=CC=NC1=2)=[N+](C)C)C.F[P-](F)(F)(F)(F)F.[CH3:62][N:63]1[C:67]([NH2:68])=[CH:66][CH:65]=[N:64]1.